From a dataset of Reaction yield outcomes from USPTO patents with 853,638 reactions. Predict the reaction yield, written as a fraction of the theoretical maximum amount of product (1.0 means a 100% yield; for example, 0.34 means a 34% yield). The reactants are C[O:2][C:3](=[O:28])[CH:4]([N:11]1[C:16](=[O:17])[CH:15]=[C:14]([O:18][C:19]2[CH:24]=[CH:23][CH:22]=[CH:21][C:20]=2[C:25](=[O:27])[CH3:26])[CH:13]=[N:12]1)[CH2:5][CH:6]1[CH2:10][CH2:9][CH2:8][CH2:7]1. The catalyst is O1CCOCC1.Cl. The product is [C:25]([C:20]1[CH:21]=[CH:22][CH:23]=[CH:24][C:19]=1[O:18][C:14]1[CH:13]=[N:12][N:11]([CH:4]([CH2:5][CH:6]2[CH2:7][CH2:8][CH2:9][CH2:10]2)[C:3]([OH:28])=[O:2])[C:16](=[O:17])[CH:15]=1)(=[O:27])[CH3:26]. The yield is 0.530.